Dataset: TCR-epitope binding with 47,182 pairs between 192 epitopes and 23,139 TCRs. Task: Binary Classification. Given a T-cell receptor sequence (or CDR3 region) and an epitope sequence, predict whether binding occurs between them. (1) The epitope is FLKEKGGL. The TCR CDR3 sequence is CASSALASLNEQFF. Result: 1 (the TCR binds to the epitope). (2) The epitope is TPINLVRDL. The TCR CDR3 sequence is CASGFGSGSLTDTQYF. Result: 0 (the TCR does not bind to the epitope).